Dataset: Peptide-MHC class I binding affinity with 185,985 pairs from IEDB/IMGT. Task: Regression. Given a peptide amino acid sequence and an MHC pseudo amino acid sequence, predict their binding affinity value. This is MHC class I binding data. The peptide sequence is TVFRNQNRV. The MHC is HLA-A66:01 with pseudo-sequence HLA-A66:01. The binding affinity (normalized) is 0.213.